From a dataset of NCI-60 drug combinations with 297,098 pairs across 59 cell lines. Regression. Given two drug SMILES strings and cell line genomic features, predict the synergy score measuring deviation from expected non-interaction effect. (1) Drug 1: C1CC(C1)(C(=O)O)C(=O)O.[NH2-].[NH2-].[Pt+2]. Drug 2: COC1=C2C(=CC3=C1OC=C3)C=CC(=O)O2. Cell line: 786-0. Synergy scores: CSS=8.95, Synergy_ZIP=-2.80, Synergy_Bliss=-2.42, Synergy_Loewe=-5.25, Synergy_HSA=-3.14. (2) Drug 1: C1=NC2=C(N1)C(=S)N=C(N2)N. Drug 2: C(=O)(N)NO. Cell line: SF-539. Synergy scores: CSS=8.63, Synergy_ZIP=-13.5, Synergy_Bliss=-12.8, Synergy_Loewe=-20.4, Synergy_HSA=-11.9. (3) Drug 1: C1=CC(=CC=C1C#N)C(C2=CC=C(C=C2)C#N)N3C=NC=N3. Drug 2: C1C(C(OC1N2C=NC(=NC2=O)N)CO)O. Cell line: ACHN. Synergy scores: CSS=14.6, Synergy_ZIP=-4.38, Synergy_Bliss=1.01, Synergy_Loewe=-2.79, Synergy_HSA=1.75. (4) Drug 1: CC(C1=C(C=CC(=C1Cl)F)Cl)OC2=C(N=CC(=C2)C3=CN(N=C3)C4CCNCC4)N. Drug 2: CN(CCCl)CCCl.Cl. Cell line: SF-268. Synergy scores: CSS=9.84, Synergy_ZIP=-3.66, Synergy_Bliss=0.485, Synergy_Loewe=-5.80, Synergy_HSA=-3.16. (5) Drug 1: CC1C(C(CC(O1)OC2CC(CC3=C2C(=C4C(=C3O)C(=O)C5=C(C4=O)C(=CC=C5)OC)O)(C(=O)C)O)N)O.Cl. Drug 2: CCC(=C(C1=CC=CC=C1)C2=CC=C(C=C2)OCCN(C)C)C3=CC=CC=C3.C(C(=O)O)C(CC(=O)O)(C(=O)O)O. Cell line: SF-539. Synergy scores: CSS=19.7, Synergy_ZIP=2.11, Synergy_Bliss=3.61, Synergy_Loewe=-25.8, Synergy_HSA=3.43. (6) Drug 1: C1C(C(OC1N2C=NC(=NC2=O)N)CO)O. Drug 2: N.N.Cl[Pt+2]Cl. Cell line: K-562. Synergy scores: CSS=66.7, Synergy_ZIP=2.55, Synergy_Bliss=4.24, Synergy_Loewe=11.3, Synergy_HSA=11.7. (7) Drug 1: CC1=CC2C(CCC3(C2CCC3(C(=O)C)OC(=O)C)C)C4(C1=CC(=O)CC4)C. Drug 2: C1CCC(C(C1)N)N.C(=O)(C(=O)[O-])[O-].[Pt+4]. Cell line: MDA-MB-435. Synergy scores: CSS=-0.441, Synergy_ZIP=1.25, Synergy_Bliss=-1.43, Synergy_Loewe=-18.0, Synergy_HSA=-6.26. (8) Drug 1: CC1OCC2C(O1)C(C(C(O2)OC3C4COC(=O)C4C(C5=CC6=C(C=C35)OCO6)C7=CC(=C(C(=C7)OC)O)OC)O)O. Drug 2: CN1C2=C(C=C(C=C2)N(CCCl)CCCl)N=C1CCCC(=O)O.Cl. Cell line: HCT-15. Synergy scores: CSS=36.9, Synergy_ZIP=0.810, Synergy_Bliss=1.09, Synergy_Loewe=-44.9, Synergy_HSA=-0.178. (9) Drug 1: CC1OCC2C(O1)C(C(C(O2)OC3C4COC(=O)C4C(C5=CC6=C(C=C35)OCO6)C7=CC(=C(C(=C7)OC)O)OC)O)O. Drug 2: CN1C2=C(C=C(C=C2)N(CCCl)CCCl)N=C1CCCC(=O)O.Cl. Cell line: BT-549. Synergy scores: CSS=30.3, Synergy_ZIP=-2.59, Synergy_Bliss=2.22, Synergy_Loewe=-9.68, Synergy_HSA=3.54. (10) Drug 1: CC1=C2C(C(=O)C3(C(CC4C(C3C(C(C2(C)C)(CC1OC(=O)C(C(C5=CC=CC=C5)NC(=O)C6=CC=CC=C6)O)O)OC(=O)C7=CC=CC=C7)(CO4)OC(=O)C)O)C)OC(=O)C. Drug 2: C(CC(=O)O)C(=O)CN.Cl. Cell line: HOP-92. Synergy scores: CSS=10.3, Synergy_ZIP=-8.47, Synergy_Bliss=-4.04, Synergy_Loewe=-7.09, Synergy_HSA=-4.66.